From a dataset of Forward reaction prediction with 1.9M reactions from USPTO patents (1976-2016). Predict the product of the given reaction. Given the reactants [H-].[Na+].[CH3:3][CH:4]([NH:6][CH2:7][CH:8]([OH:21])[CH2:9][O:10][C:11]1[CH:12]=[CH:13][CH:14]=[C:15]2[CH:20]=[CH:19][CH:18]=[CH:17][C:16]=12)[CH3:5].Cl, predict the reaction product. The product is: [CH3:5][CH:4]([NH:6][CH2:7][CH:8]([OH:21])[CH2:9][O:10][C:11]1[CH:12]=[CH:13][CH:14]=[C:15]2[CH:20]=[CH:19][CH:18]=[CH:17][C:16]=12)[CH3:3].